From a dataset of Catalyst prediction with 721,799 reactions and 888 catalyst types from USPTO. Predict which catalyst facilitates the given reaction. (1) Reactant: [CH3:1][Si:2]([CH2:5][CH2:6][O:7][CH2:8]Cl)([CH3:4])[CH3:3].[OH:10][C:11]1[CH:18]=[CH:17][C:14]([C:15]#[N:16])=[CH:13][CH:12]=1.CCN(CC)CC.CCOCC. Product: [CH3:1][Si:2]([CH2:5][CH2:6][O:7][CH2:8][O:10][C:11]1[CH:18]=[CH:17][C:14]([C:15]#[N:16])=[CH:13][CH:12]=1)([CH3:4])[CH3:3]. The catalyst class is: 64. (2) Reactant: [CH2:1]([O:3][C:4]1[CH:11]=[CH:10][C:7]([CH:8]=O)=[CH:6][CH:5]=1)[CH3:2].[CH:12]1([NH:17][OH:18])[CH2:16][CH2:15][CH2:14][CH2:13]1.O.C1(C)C=CC(S(O)(=O)=O)=CC=1. Product: [CH2:1]([O:3][C:4]1[CH:11]=[CH:10][C:7]([CH:8]=[N+:17]([CH:12]2[CH2:16][CH2:15][CH2:14][CH2:13]2)[O-:18])=[CH:6][CH:5]=1)[CH3:2]. The catalyst class is: 11. (3) Reactant: [OH-].[Na+].C[O:4][C:5]([C:7]1([NH:13][C:14]([C:16]2[CH:21]=[CH:20][C:19]([CH2:22][N:23]([CH3:25])[CH3:24])=[CH:18][CH:17]=2)=[O:15])[CH2:12][CH2:11][CH2:10][CH2:9][CH2:8]1)=O.Cl.C(N(CC)CC)C.Cl.C(N=C=NCCCN(C)C)C. Product: [CH3:24][N:23]([CH2:22][C:19]1[CH:20]=[CH:21][C:16]([C:14]2[O:15][C:5](=[O:4])[C:7]3([CH2:12][CH2:11][CH2:10][CH2:9][CH2:8]3)[N:13]=2)=[CH:17][CH:18]=1)[CH3:25]. The catalyst class is: 595.